This data is from Forward reaction prediction with 1.9M reactions from USPTO patents (1976-2016). The task is: Predict the product of the given reaction. (1) Given the reactants [O:1]=[C:2]1[C:6]2([CH2:11][CH2:10][NH:9][CH2:8][CH2:7]2)[N:5]([C:12]2[CH:17]=[CH:16][CH:15]=[CH:14][CH:13]=2)[CH2:4][N:3]1[C:18]1[CH:23]=[CH:22][C:21]([NH:24][S:25]([CH3:28])(=[O:27])=[O:26])=[CH:20][CH:19]=1.C(=O)([O-])[O-].[K+].[K+].[F:35][C:36]1[CH:41]=[CH:40][C:39]([C:42](=[O:47])[CH2:43][CH2:44][CH2:45]I)=[CH:38][CH:37]=1, predict the reaction product. The product is: [F:35][C:36]1[CH:37]=[CH:38][C:39]([C:42](=[O:47])[CH2:43][CH2:44][CH2:45][N:9]2[CH2:10][CH2:11][C:6]3([N:5]([C:12]4[CH:13]=[CH:14][CH:15]=[CH:16][CH:17]=4)[CH2:4][N:3]([C:18]4[CH:19]=[CH:20][C:21]([NH:24][S:25]([CH3:28])(=[O:27])=[O:26])=[CH:22][CH:23]=4)[C:2]3=[O:1])[CH2:7][CH2:8]2)=[CH:40][CH:41]=1. (2) Given the reactants [Br:1][C:2]1[CH:27]=[CH:26][C:5]([O:6][C:7]2[CH:12]=[CH:11][CH:10]=[CH:9][C:8]=2[NH:13][S:14]([C:17]2[CH:25]=[CH:24][C:20]([C:21]([OH:23])=O)=[CH:19][CH:18]=2)(=[O:16])=[O:15])=[C:4]([Cl:28])[CH:3]=1.C(OC([N:36]1[CH2:41][CH2:40][CH:39]([CH2:42][C:43]2[CH:48]=[CH:47][C:46]([CH2:49][NH2:50])=[CH:45][CH:44]=2)[CH2:38][CH2:37]1)=O)(C)(C)C, predict the reaction product. The product is: [ClH:28].[Br:1][C:2]1[CH:27]=[CH:26][C:5]([O:6][C:7]2[CH:12]=[CH:11][CH:10]=[CH:9][C:8]=2[NH:13][S:14]([C:17]2[CH:25]=[CH:24][C:20]([C:21]([NH:50][CH2:49][C:46]3[CH:45]=[CH:44][C:43]([CH2:42][CH:39]4[CH2:40][CH2:41][NH:36][CH2:37][CH2:38]4)=[CH:48][CH:47]=3)=[O:23])=[CH:19][CH:18]=2)(=[O:16])=[O:15])=[C:4]([Cl:28])[CH:3]=1. (3) Given the reactants C[O:2][C:3]([C:5]1[C:13]([NH:14][C:15]2[CH:20]=[CH:19][C:18]([I:21])=[CH:17][C:16]=2[F:22])=[C:12]([F:23])[C:11]2[C:7](=[C:8]([CH3:25])[N:9]([CH3:24])[N:10]=2)[CH:6]=1)=[O:4].[Li+].[OH-], predict the reaction product. The product is: [F:23][C:12]1[C:11]2[C:7](=[C:8]([CH3:25])[N:9]([CH3:24])[N:10]=2)[CH:6]=[C:5]([C:3]([OH:4])=[O:2])[C:13]=1[NH:14][C:15]1[CH:20]=[CH:19][C:18]([I:21])=[CH:17][C:16]=1[F:22]. (4) Given the reactants [CH3:1][C:2]1[C:20]([CH3:21])=[CH:19][CH:18]=[CH:17][C:3]=1[O:4][C:5]([CH3:16])([CH3:15])[CH:6]([C:8]1[CH:13]=[CH:12][C:11]([CH3:14])=[CH:10][CH:9]=1)O.FC(F)(F)S([O-])(=O)=O.C(=O)([O-])O.[Na+], predict the reaction product. The product is: [CH3:15][C:5]1([CH3:16])[CH:6]([C:8]2[CH:13]=[CH:12][C:11]([CH3:14])=[CH:10][CH:9]=2)[C:17]2[CH:18]=[CH:19][C:20]([CH3:21])=[C:2]([CH3:1])[C:3]=2[O:4]1. (5) Given the reactants [N+:1]([C:4]1[CH:9]=[CH:8][C:7]([N:10]2[CH2:15][CH2:14][CH:13]([NH:16][C:17](=[O:23])[O:18][C:19]([CH3:22])([CH3:21])[CH3:20])[CH2:12][CH2:11]2)=[CH:6][CH:5]=1)([O-:3])=[O:2].[H-].[Na+].[CH3:26]I.[NH4+].[Cl-], predict the reaction product. The product is: [CH3:26][N:16]([CH:13]1[CH2:14][CH2:15][N:10]([C:7]2[CH:6]=[CH:5][C:4]([N+:1]([O-:3])=[O:2])=[CH:9][CH:8]=2)[CH2:11][CH2:12]1)[C:17](=[O:23])[O:18][C:19]([CH3:20])([CH3:22])[CH3:21].